Predict the product of the given reaction. From a dataset of Forward reaction prediction with 1.9M reactions from USPTO patents (1976-2016). (1) Given the reactants [ClH:1].Cl.[CH2:3]([C:7]1[N:8]=[N:9][C:10]([O:26][C@H:27]2[C@H:32]([CH:33]([F:35])[F:34])[CH2:31][CH2:30][NH:29][CH2:28]2)=[CH:11][C:12]=1[C:13]1[CH:18]=[CH:17][C:16]([O:19][CH:20]2[CH2:25][CH2:24][CH2:23][CH2:22][CH2:21]2)=[CH:15][CH:14]=1)[CH2:4][CH2:5][CH3:6].Cl.[CH2:37](OCC)C, predict the reaction product. The product is: [ClH:1].[ClH:1].[CH2:3]([C:7]1[N:8]=[N:9][C:10]([O:26][C@H:27]2[C@H:32]([CH:33]([F:35])[F:34])[CH2:31][CH2:30][N:29]([CH3:37])[CH2:28]2)=[CH:11][C:12]=1[C:13]1[CH:18]=[CH:17][C:16]([O:19][CH:20]2[CH2:21][CH2:22][CH2:23][CH2:24][CH2:25]2)=[CH:15][CH:14]=1)[CH2:4][CH2:5][CH3:6]. (2) Given the reactants [F:1][C:2]1[CH:20]=[CH:19][C:5]([O:6][CH2:7][CH2:8][CH2:9][CH2:10][CH2:11][C:12]2[CH:18]=[CH:17][C:15]([NH2:16])=[CH:14][CH:13]=2)=[CH:4][CH:3]=1.C(OC([N:28]1[CH2:35][CH2:34][C@H:33]([OH:36])[C@H:29]1[C:30](O)=[O:31])=O)(C)(C)C, predict the reaction product. The product is: [F:1][C:2]1[CH:3]=[CH:4][C:5]([O:6][CH2:7][CH2:8][CH2:9][CH2:10][CH2:11][C:12]2[CH:13]=[CH:14][C:15]([NH:16][C:30]([C@@H:29]3[C@@H:33]([OH:36])[CH2:34][CH2:35][NH:28]3)=[O:31])=[CH:17][CH:18]=2)=[CH:19][CH:20]=1.